From a dataset of Reaction yield outcomes from USPTO patents with 853,638 reactions. Predict the reaction yield, written as a fraction of the theoretical maximum amount of product (1.0 means a 100% yield; for example, 0.34 means a 34% yield). (1) The reactants are C([O-])(=O)C.[Na+].C1C=C[NH+]=CC=1.[O-][Cr](Cl)(=O)=O.[CH3:17][C:18]1([CH3:35])[CH2:23][CH2:22][C:21]([CH:24]([CH3:27])[CH2:25][OH:26])=[C:20]2[C:28]([CH3:34])([CH3:33])[CH:29]3[CH2:32][C:19]12[CH2:31][CH2:30]3. The catalyst is ClCCl. The product is [CH3:35][C:18]1([CH3:17])[CH2:23][CH2:22][C:21]([CH:24]([CH3:27])[CH:25]=[O:26])=[C:20]2[C:28]([CH3:34])([CH3:33])[CH:29]3[CH2:32][C:19]12[CH2:31][CH2:30]3. The yield is 0.640. (2) The reactants are [CH3:1][C:2]1([CH3:22])[C:10]2=[CH:11][C:12]3[NH:13][C:14]4[C:19]([C:20]=3[CH:21]=[C:9]2[C:8]2[C:3]1=[CH:4][CH:5]=[CH:6][CH:7]=2)=[CH:18][CH:17]=[CH:16][CH:15]=4.[Br:23][C:24]1[CH:29]=[CH:28][C:27]([C:30]2[CH:35]=[CH:34][C:33](Br)=[CH:32][CH:31]=2)=[CH:26][CH:25]=1.C(P(C(C)(C)C)C(C)(C)C)(C)(C)C.CC([O-])(C)C.[Na+]. The catalyst is C1(C)C=CC=CC=1.CC([O-])=O.CC([O-])=O.[Pd+2]. The product is [Br:23][C:24]1[CH:25]=[CH:26][C:27]([C:30]2[CH:35]=[CH:34][C:33]([N:13]3[C:12]4[CH:11]=[C:10]5[C:2]([CH3:22])([CH3:1])[C:3]6[C:8]([C:9]5=[CH:21][C:20]=4[C:19]4[C:14]3=[CH:15][CH:16]=[CH:17][CH:18]=4)=[CH:7][CH:6]=[CH:5][CH:4]=6)=[CH:32][CH:31]=2)=[CH:28][CH:29]=1. The yield is 0.430. (3) The reactants are [OH:1][C:2]1[CH:3]=[C:4]([CH:10]=[CH:11][C:12]=1[O:13][CH3:14])[CH:5]=[CH:6][C:7]([OH:9])=[O:8].CO. The catalyst is O.[C].[Pd]. The product is [OH:1][C:2]1[CH:3]=[C:4]([CH2:5][CH2:6][C:7]([OH:9])=[O:8])[CH:10]=[CH:11][C:12]=1[O:13][CH3:14]. The yield is 0.990. (4) The catalyst is C(O)C. The reactants are Cl[CH2:2][C:3](=O)[CH2:4][C:5]([O:7][CH2:8][CH3:9])=[O:6].[C:11]([NH2:15])(=[S:14])[CH2:12][CH3:13]. The product is [CH2:12]([C:11]1[S:14][CH:2]=[C:3]([CH2:4][C:5]([O:7][CH2:8][CH3:9])=[O:6])[N:15]=1)[CH3:13]. The yield is 0.850. (5) The reactants are [OH:1][CH:2]1[CH2:7][CH2:6][N:5]([C:8]([O:10][C:11]([CH3:14])([CH3:13])[CH3:12])=[O:9])[CH2:4][CH2:3]1.[H-].[Na+].Br[CH2:18][CH2:19][O:20][Si:21]([C:24]([CH3:27])([CH3:26])[CH3:25])([CH3:23])[CH3:22].O. The catalyst is CN(C)C=O. The product is [Si:21]([O:20][CH2:19][CH2:18][O:1][CH:2]1[CH2:3][CH2:4][N:5]([C:8]([O:10][C:11]([CH3:14])([CH3:13])[CH3:12])=[O:9])[CH2:6][CH2:7]1)([C:24]([CH3:27])([CH3:26])[CH3:25])([CH3:23])[CH3:22]. The yield is 0.180. (6) The product is [Br:1][C:2]1[CH:3]=[C:4]2[C:5](=[CH:6][CH:7]=1)[S:8][CH:38]([C:35]1[CH:34]=[CH:33][C:32]([Br:31])=[CH:37][CH:36]=1)[C:39]([N+:40]([O-:42])=[O:41])=[CH:14]2. The yield is 0.390. The catalyst is CO.O. The reactants are [Br:1][C:2]1[CH:7]=[CH:6][C:5]([S:8]C(=O)N(C)C)=[C:4]([CH:14]=O)[CH:3]=1.[OH-].[Na+].C(O)(=O)CC(CC(O)=O)(C(O)=O)O.[Br:31][C:32]1[CH:37]=[CH:36][C:35]([CH:38]=[CH:39][N+:40]([O-:42])=[O:41])=[CH:34][CH:33]=1.N1CCCCC1C(O)=O.